This data is from Reaction yield outcomes from USPTO patents with 853,638 reactions. The task is: Predict the reaction yield, written as a fraction of the theoretical maximum amount of product (1.0 means a 100% yield; for example, 0.34 means a 34% yield). (1) The reactants are [Cl:1][C:2]1[CH:3]=[C:4]([CH:9]=[CH:10][C:11]=1[O:12][CH2:13][C:14]1[CH:19]=[CH:18][C:17]([F:20])=[C:16]([F:21])[CH:15]=1)[C:5]([O:7]C)=[O:6].[OH-].[Na+]. The catalyst is CO.O. The product is [Cl:1][C:2]1[CH:3]=[C:4]([CH:9]=[CH:10][C:11]=1[O:12][CH2:13][C:14]1[CH:19]=[CH:18][C:17]([F:20])=[C:16]([F:21])[CH:15]=1)[C:5]([OH:7])=[O:6]. The yield is 0.620. (2) The catalyst is C(Cl)Cl. The reactants are B(F)(F)F.CCOCC.[CH2:10]([C:17]1[C:18]([OH:39])=[CH:19][CH:20]=[C:21]2[C:26]=1[O:25][C:24](=[O:27])[C:23]([NH:28][C:29](=[O:38])[O:30][CH2:31][C:32]1[CH:37]=[CH:36][CH:35]=[CH:34][CH:33]=1)=[CH:22]2)[C:11]1[CH:16]=[CH:15][CH:14]=[CH:13][CH:12]=1.ClC(Cl)(Cl)C(=N)O[C@H:44]1[C@@H:49]2[O:50][C:51](=[O:53])[O:52][C@@H:48]2[C@@H:47]([O:54][CH3:55])[C:46]([CH3:57])([CH3:56])[O:45]1.C(N(CC)CC)C. The product is [CH2:10]([C:17]1[C:18]([O:39][C@H:44]2[C@@H:49]3[O:50][C:51](=[O:53])[O:52][C@@H:48]3[C@@H:47]([O:54][CH3:55])[C:46]([CH3:57])([CH3:56])[O:45]2)=[CH:19][CH:20]=[C:21]2[C:26]=1[O:25][C:24](=[O:27])[C:23]([NH:28][C:29](=[O:38])[O:30][CH2:31][C:32]1[CH:37]=[CH:36][CH:35]=[CH:34][CH:33]=1)=[CH:22]2)[C:11]1[CH:16]=[CH:15][CH:14]=[CH:13][CH:12]=1. The yield is 0.390. (3) The reactants are [F:1][C:2]1[CH:10]=[C:9]2[C:5]([C:6]([C:11]([CH:13]3[CH2:17][CH:16]([OH:18])[CH2:15][NH:14]3)=[O:12])=[CH:7][NH:8]2)=[CH:4][CH:3]=1.[NH:19]([C:28]([O:30][C:31]([CH3:34])([CH3:33])[CH3:32])=[O:29])[C@H:20]([C:25](O)=[O:26])[C:21]([CH3:24])([CH3:23])[CH3:22].CN(C(ON1N=NC2C=CC=NC1=2)=[N+](C)C)C.F[P-](F)(F)(F)(F)F.CN1CCOCC1. The catalyst is CN1C(=O)CCC1.C(OCC)C. The product is [C:31]([O:30][C:28](=[O:29])[NH:19][CH:20]([C:25]([N:14]1[CH2:15][CH:16]([OH:18])[CH2:17][CH:13]1[C:11]([C:6]1[C:5]2[C:9](=[CH:10][C:2]([F:1])=[CH:3][CH:4]=2)[NH:8][CH:7]=1)=[O:12])=[O:26])[C:21]([CH3:24])([CH3:23])[CH3:22])([CH3:34])([CH3:32])[CH3:33]. The yield is 0.600. (4) The reactants are [Cl:1][C:2]1[C:6]([Cl:7])=[C:5]([CH3:8])[NH:4][C:3]=1[C:9]([NH:11][C@H:12]1[CH2:17][CH2:16][N:15]([C:18]2[S:19][C:20]([C:23]([O:25]C)=[O:24])=[CH:21][N:22]=2)[CH2:14][C@H:13]1[N:27]1[CH:31]=[CH:30][N:29]=[N:28]1)=[O:10].[OH-].[Ba+2].[OH-]. The catalyst is CO.C1COCC1.O. The product is [Cl:1][C:2]1[C:6]([Cl:7])=[C:5]([CH3:8])[NH:4][C:3]=1[C:9]([NH:11][C@H:12]1[CH2:17][CH2:16][N:15]([C:18]2[S:19][C:20]([C:23]([OH:25])=[O:24])=[CH:21][N:22]=2)[CH2:14][C@H:13]1[N:27]1[CH:31]=[CH:30][N:29]=[N:28]1)=[O:10]. The yield is 0.611. (5) The product is [N:27]([C:13]([C:11]1[CH:10]=[CH:9][C:8]([NH:17][C:18]([C:20]2[NH:21][CH:22]=[C:23]([C:25]#[N:26])[N:24]=2)=[O:19])=[C:7]([C:1]2[CH2:6][CH2:5][CH2:4][CH2:3][CH:2]=2)[CH:12]=1)([CH3:15])[CH3:14])=[N+:28]=[N-:29]. The yield is 0.840. The catalyst is C(Cl)(Cl)Cl. The reactants are [C:1]1([C:7]2[CH:12]=[C:11]([C:13](O)([CH3:15])[CH3:14])[CH:10]=[CH:9][C:8]=2[NH:17][C:18]([C:20]2[NH:21][CH:22]=[C:23]([C:25]#[N:26])[N:24]=2)=[O:19])[CH2:6][CH2:5][CH2:4][CH2:3][CH:2]=1.[N-:27]=[N+:28]=[N-:29].[Na+].C(O)(C(F)(F)F)=O.CCOC(C)=O. (6) The reactants are [OH:1][CH:2]([C:6]1[CH:7]=[C:8]2[C:31](=[CH:32][CH:33]=1)[C:12]1=[N:13][O:14][C:15]([C:16]3[C:20]([C:21]([F:24])([F:23])[F:22])=[C:19]([C:25]4[CH:30]=[CH:29][CH:28]=[CH:27][CH:26]=4)[O:18][N:17]=3)=[C:11]1[CH2:10][CH2:9]2)[C:3](O)=[O:4].[NH2:34][CH2:35][CH2:36][OH:37].F[P-](F)(F)(F)(F)F.N1(O[P+](N(C)C)(N(C)C)N(C)C)C2C=CC=CC=2N=N1.CN1CCOCC1. The catalyst is CN(C=O)C.CO. The product is [OH:1][CH:2]([C:6]1[CH:7]=[C:8]2[C:31](=[CH:32][CH:33]=1)[C:12]1=[N:13][O:14][C:15]([C:16]3[C:20]([C:21]([F:22])([F:24])[F:23])=[C:19]([C:25]4[CH:30]=[CH:29][CH:28]=[CH:27][CH:26]=4)[O:18][N:17]=3)=[C:11]1[CH2:10][CH2:9]2)[C:3]([NH:34][CH2:35][CH2:36][OH:37])=[O:4]. The yield is 0.653. (7) The reactants are [N+:1]([C:4]1[CH:10]=[CH:9][C:7]([NH2:8])=[CH:6][CH:5]=1)([O-:3])=[O:2].C(N(CC)CC)C.[C:18](Cl)(=[O:22])[C:19]([CH3:21])=[CH2:20]. The catalyst is C(Cl)(Cl)Cl. The product is [N+:1]([C:4]1[CH:10]=[CH:9][C:7]([NH:8][C:18](=[O:22])[C:19]([CH3:21])=[CH2:20])=[CH:6][CH:5]=1)([O-:3])=[O:2]. The yield is 0.310.